Dataset: Full USPTO retrosynthesis dataset with 1.9M reactions from patents (1976-2016). Task: Predict the reactants needed to synthesize the given product. (1) Given the product [F:14][C:15]1[CH:20]=[C:19]([N+:21]([O-:23])=[O:22])[CH:18]=[C:17]([F:24])[C:16]=1[CH:2]([C:3]([O:5][CH2:6][CH3:7])=[O:4])[C:1]([O:9][CH2:10][CH3:11])=[O:8], predict the reactants needed to synthesize it. The reactants are: [C:1]([O:9][CH2:10][CH3:11])(=[O:8])[CH2:2][C:3]([O:5][CH2:6][CH3:7])=[O:4].[H-].[Na+].[F:14][C:15]1[CH:20]=[C:19]([N+:21]([O-:23])=[O:22])[CH:18]=[C:17]([F:24])[C:16]=1F.[Cl-].[NH4+]. (2) Given the product [CH3:1][O:2][C:3]([C:5]1[C:9]([NH:10][C:11](=[O:38])[C:12]2[CH:17]=[CH:16][CH:15]=[C:14]([CH2:18][N:19]3[C:24](=[O:25])[CH:23]=[CH:22][C:21]([O:26][CH2:27][CH2:28][CH2:29][NH2:30])=[N:20]3)[CH:13]=2)=[CH:8][N:7]([CH3:39])[N:6]=1)=[O:4], predict the reactants needed to synthesize it. The reactants are: [CH3:1][O:2][C:3]([C:5]1[C:9]([NH:10][C:11](=[O:38])[C:12]2[CH:17]=[CH:16][CH:15]=[C:14]([CH2:18][N:19]3[C:24](=[O:25])[CH:23]=[CH:22][C:21]([O:26][CH2:27][CH2:28][CH2:29][NH:30]C(OC(C)(C)C)=O)=[N:20]3)[CH:13]=2)=[CH:8][N:7]([CH3:39])[N:6]=1)=[O:4].Cl.O1CCOCC1.C(=O)([O-])[O-].[Na+].[Na+]. (3) Given the product [CH3:12][C:6]1[N:7]=[C:8]2[C:3]([C:2]([NH:20][C:18]3[CH:19]=[C:14]([CH3:13])[CH:15]=[CH:16][C:17]=3[S:21][C:22]3[CH:23]=[CH:24][C:25]([CH3:28])=[CH:26][CH:27]=3)=[CH:11][CH:10]=[N:9]2)=[CH:4][CH:5]=1, predict the reactants needed to synthesize it. The reactants are: Cl[C:2]1[CH:11]=[CH:10][N:9]=[C:8]2[C:3]=1[CH:4]=[CH:5][C:6]([CH3:12])=[N:7]2.[CH3:13][C:14]1[CH:15]=[CH:16][C:17]([S:21][C:22]2[CH:27]=[CH:26][C:25]([CH3:28])=[CH:24][CH:23]=2)=[C:18]([NH2:20])[CH:19]=1. (4) Given the product [Cl:1][C:2]1[CH:7]=[CH:6][C:5]([CH:8]2[C:12]3[N:13]([CH:21]([CH3:23])[CH3:22])[C:14]([CH:16]4[CH2:17][CH2:18][CH2:19][CH2:20]4)=[N:15][C:11]=3[C:10](=[O:24])[N:9]2[C:25]2[CH:30]=[C:29]([CH3:31])[C:28](=[O:32])[N:27]([CH3:33])[CH:26]=2)=[CH:4][CH:3]=1, predict the reactants needed to synthesize it. The reactants are: [Cl:1][C:2]1[CH:7]=[CH:6][C:5]([CH:8]2[C:12]3[N:13]([CH:21]([CH3:23])[CH3:22])[C:14]([C:16]4[CH2:20][CH2:19][CH2:18][CH:17]=4)=[N:15][C:11]=3[C:10](=[O:24])[N:9]2[C:25]2[CH:30]=[C:29]([CH3:31])[C:28](=[O:32])[N:27]([CH3:33])[CH:26]=2)=[CH:4][CH:3]=1. (5) The reactants are: [Cl:1][C:2]1[CH:7]=[CH:6][CH:5]=[CH:4][C:3]=1[OH:8].[OH-].[Na+].O.[O:12]1[CH2:14][CH:13]1[CH2:15]OS(C1C=CC=C([N+]([O-])=O)C=1)(=O)=O. Given the product [Cl:1][C:2]1[CH:7]=[CH:6][CH:5]=[CH:4][C:3]=1[O:8][CH2:15][CH:13]1[CH2:14][O:12]1, predict the reactants needed to synthesize it.